Dataset: Full USPTO retrosynthesis dataset with 1.9M reactions from patents (1976-2016). Task: Predict the reactants needed to synthesize the given product. (1) Given the product [Cl:13][C:14]1[C:23]2[C:18](=[CH:19][CH:20]=[CH:21][C:22]=2[C:24]2[CH:29]=[CH:28][CH:27]=[CH:26][CH:25]=2)[C:17]([CH3:1])=[C:16]([Cl:30])[N:15]=1, predict the reactants needed to synthesize it. The reactants are: [CH:1](NC(C)C)(C)C.[Li]CCCC.[Cl:13][C:14]1[C:23]2[C:18](=[CH:19][CH:20]=[CH:21][C:22]=2[C:24]2[CH:29]=[CH:28][CH:27]=[CH:26][CH:25]=2)[CH:17]=[C:16]([Cl:30])[N:15]=1.FC(F)(F)S(OC)(=O)=O. (2) The reactants are: [NH2:1][C:2]1[C:3]([Cl:12])=[N:4][C:5]([C:8]([F:11])([F:10])[F:9])=[CH:6][CH:7]=1.C(Cl)(Cl)Cl.[C:17](Cl)(=[O:22])[C:18]([CH3:21])([CH3:20])[CH3:19].C(N(CC)CC)C. Given the product [Cl:12][C:3]1[C:2]([NH:1][C:17](=[O:22])[C:18]([CH3:21])([CH3:20])[CH3:19])=[CH:7][CH:6]=[C:5]([C:8]([F:9])([F:11])[F:10])[N:4]=1, predict the reactants needed to synthesize it. (3) Given the product [Br:2][C:3]1[CH:11]=[CH:10][C:6]([C:7]([OH:9])=[O:8])=[C:5]2[C:4]=1[C:20]1[CH:15]([CH3:14])[CH2:16][CH:17]([C:22]([O:24][CH2:25][CH3:26])=[O:23])[CH2:18][C:19]=1[NH:12]2, predict the reactants needed to synthesize it. The reactants are: Cl.[Br:2][C:3]1[CH:11]=[CH:10][C:6]([C:7]([OH:9])=[O:8])=[C:5]([NH:12]N)[CH:4]=1.[CH3:14][CH:15]1[CH2:20][C:19](=O)[CH2:18][CH:17]([C:22]([O:24][CH2:25][CH3:26])=[O:23])[CH2:16]1.